This data is from Reaction yield outcomes from USPTO patents with 853,638 reactions. The task is: Predict the reaction yield, written as a fraction of the theoretical maximum amount of product (1.0 means a 100% yield; for example, 0.34 means a 34% yield). (1) The reactants are [CH2:1]([O:8][C:9]1[N:14]=[CH:13][C:12]([CH2:15][C:16]2[CH:20]=[C:19]([C:21]3[C:22]([NH2:28])=[N:23][C:24]([NH2:27])=[CH:25][CH:26]=3)[O:18][N:17]=2)=[CH:11][CH:10]=1)[C:2]1[CH:7]=[CH:6][CH:5]=[CH:4][CH:3]=1.[CH2:29]([O:31][C:32](=[O:35])[CH:33]=O)[CH3:30].N1C=CC=CC=1C.B.C(=O)([O-])O.[Na+]. The catalyst is C(O)(=O)C.CN(C)C=O. The product is [CH2:29]([O:31][C:32](=[O:35])[CH2:33][NH:27][C:24]1[CH:25]=[CH:26][C:21]([C:19]2[O:18][N:17]=[C:16]([CH2:15][C:12]3[CH:13]=[N:14][C:9]([O:8][CH2:1][C:2]4[CH:7]=[CH:6][CH:5]=[CH:4][CH:3]=4)=[CH:10][CH:11]=3)[CH:20]=2)=[C:22]([NH2:28])[N:23]=1)[CH3:30]. The yield is 0.0800. (2) The reactants are [Br:1][C:2]1[CH:13]=[CH:12][C:5]([O:6][C:7]([CH3:11])([CH3:10])[CH2:8][OH:9])=[CH:4][CH:3]=1.N1C(C)=CC=CC=1C.FC(F)(F)S(O[Si:28]([C:31]([CH3:34])([CH3:33])[CH3:32])([CH3:30])[CH3:29])(=O)=O. The catalyst is ClCCl.C(OCC)(=O)C. The product is [Br:1][C:2]1[CH:13]=[CH:12][C:5]([O:6][C:7]([CH3:10])([CH3:11])[CH2:8][O:9][Si:28]([C:31]([CH3:34])([CH3:33])[CH3:32])([CH3:30])[CH3:29])=[CH:4][CH:3]=1. The yield is 1.00.